This data is from Peptide-MHC class I binding affinity with 185,985 pairs from IEDB/IMGT. The task is: Regression. Given a peptide amino acid sequence and an MHC pseudo amino acid sequence, predict their binding affinity value. This is MHC class I binding data. The MHC is HLA-A30:02 with pseudo-sequence HLA-A30:02. The peptide sequence is RGDLPVWLSY. The binding affinity (normalized) is 0.231.